This data is from Full USPTO retrosynthesis dataset with 1.9M reactions from patents (1976-2016). The task is: Predict the reactants needed to synthesize the given product. (1) Given the product [ClH:20].[CH2:17]([O:16][C:14]([C@@H:13]1[CH2:12][C@@H:11]2[C@@H:9]([CH2:10]2)[NH:8]1)=[O:15])[CH:18]=[CH2:19], predict the reactants needed to synthesize it. The reactants are: C(OC([N:8]1[C@H:13]([C:14]([O:16][CH2:17][CH:18]=[CH2:19])=[O:15])[CH2:12][C@@H:11]2[C@H:9]1[CH2:10]2)=O)(C)(C)C.[ClH:20].O1CCOCC1. (2) Given the product [CH3:21][C:5]([S:17]([CH3:20])(=[O:19])=[O:18])([CH2:6][CH2:7][C:8]1[CH:13]=[CH:12][C:11]([S:29][C:23]2[CH:28]=[CH:27][CH:26]=[CH:25][CH:24]=2)=[CH:10][CH:9]=1)[C:4]([O:3][CH2:1][CH3:2])=[O:22], predict the reactants needed to synthesize it. The reactants are: [CH2:1]([O:3][C:4](=[O:22])[C:5]([CH3:21])([S:17]([CH3:20])(=[O:19])=[O:18])[CH2:6][CH2:7][C:8]1[CH:13]=[CH:12][C:11](B(O)O)=[CH:10][CH:9]=1)[CH3:2].[C:23]1([S:29][S:29][C:23]2[CH:28]=[CH:27][CH:26]=[CH:25][CH:24]=2)[CH:28]=[CH:27][CH:26]=[CH:25][CH:24]=1.N1C=CC=CC=1C1C=CC=CN=1.